Dataset: Reaction yield outcomes from USPTO patents with 853,638 reactions. Task: Predict the reaction yield, written as a fraction of the theoretical maximum amount of product (1.0 means a 100% yield; for example, 0.34 means a 34% yield). (1) The reactants are [CH:1]1([CH:7]([C:9]2[N:13]([CH2:14][CH3:15])[N:12]=[C:11]([C:16]3[CH:21]=[CH:20][C:19]([C:22]([F:25])([F:24])[F:23])=[CH:18][CH:17]=3)[CH:10]=2)O)[CH2:6][CH2:5][CH2:4][CH2:3][CH2:2]1.[NH2:26][C:27]1[CH:32]=[CH:31][C:30]([C:33]([N:35]([CH3:43])[CH2:36][CH2:37][C:38]([O:40]CC)=[O:39])=[O:34])=[CH:29][CH:28]=1. No catalyst specified. The product is [CH:1]1([CH:7]([NH:26][C:27]2[CH:28]=[CH:29][C:30]([C:33]([N:35]([CH3:43])[CH2:36][CH2:37][C:38]([OH:40])=[O:39])=[O:34])=[CH:31][CH:32]=2)[C:9]2[N:13]([CH2:14][CH3:15])[N:12]=[C:11]([C:16]3[CH:21]=[CH:20][C:19]([C:22]([F:25])([F:24])[F:23])=[CH:18][CH:17]=3)[CH:10]=2)[CH2:6][CH2:5][CH2:4][CH2:3][CH2:2]1. The yield is 0.190. (2) The reactants are [CH2:1]([O:3][C:4](=[O:25])[C@:5](O)([CH3:23])[C@@H:6]([C@H:16]1[CH2:20][O:19][C:18]([CH3:22])([CH3:21])[O:17]1)[O:7][C:8](=[O:15])[C:9]1[CH:14]=[CH:13][CH:12]=[CH:11][CH:10]=1)[CH3:2].CCN(S(F)(F)[F:32])CC.C([O-])(O)=O.[Na+]. The catalyst is C1COCC1. The product is [CH2:1]([O:3][C:4](=[O:25])[C@@:5]([F:32])([CH3:23])[C@@H:6]([C@H:16]1[CH2:20][O:19][C:18]([CH3:22])([CH3:21])[O:17]1)[O:7][C:8](=[O:15])[C:9]1[CH:14]=[CH:13][CH:12]=[CH:11][CH:10]=1)[CH3:2]. The yield is 0.680. (3) The reactants are CC1(C)[O:6][C@@H:5]([C:7]2[N:8]=[CH:9][C:10]([NH:13][C:14](=[O:38])[C@@H:15]([N:20]3[CH2:24][C:23]([O:25][C:26]4[C:31]([F:32])=[CH:30][CH:29]=[C:28]([O:33][CH2:34][CH3:35])[C:27]=4[F:36])=[CH:22][C:21]3=[O:37])[CH2:16][CH:17]([CH3:19])[CH3:18])=[N:11][CH:12]=2)[CH2:4][O:3]1.Cl. The catalyst is O1CCCC1.C(OCC)(=O)C. The product is [OH:6][C@@H:5]([C:7]1[N:8]=[CH:9][C:10]([NH:13][C:14](=[O:38])[C@@H:15]([N:20]2[CH2:24][C:23]([O:25][C:26]3[C:31]([F:32])=[CH:30][CH:29]=[C:28]([O:33][CH2:34][CH3:35])[C:27]=3[F:36])=[CH:22][C:21]2=[O:37])[CH2:16][CH:17]([CH3:18])[CH3:19])=[N:11][CH:12]=1)[CH2:4][OH:3]. The yield is 0.900. (4) The reactants are OO.FC(F)(F)C(OC(=O)C(F)(F)F)=[O:6].[CH2:16]([C:18]1[N:19]=[N+:20]([O-:38])[C:21]2[CH:27]=[CH:26][C:25]([O:28][CH2:29][CH2:30][CH2:31][N:32]3[CH2:37][CH2:36][O:35][CH2:34][CH2:33]3)=[CH:24][C:22]=2[N:23]=1)[CH3:17].FC(F)(F)C(O)=O. The catalyst is C(Cl)Cl.C(Cl)(Cl)Cl.N. The product is [CH2:16]([C:18]1[N:19]=[N+:20]([O-:38])[C:21]2[CH:27]=[CH:26][C:25]([O:28][CH2:29][CH2:30][CH2:31][N:32]3[CH2:33][CH2:34][O:35][CH2:36][CH2:37]3)=[CH:24][C:22]=2[N+:23]=1[O-:6])[CH3:17]. The yield is 0.320. (5) The reactants are Br[C:2]1([C:8]([OH:10])=[O:9])[CH:7]=[CH:6][CH:5]=[CH:4][NH:3]1.C([O-])([O-])=O.[Na+].[Na+].[F:17][C:18]1[CH:23]=[CH:22][C:21](B2OCC(C)(C)CO2)=[CH:20][CH:19]=1.CCO. The catalyst is COCCOC.C1C=CC([P]([Pd]([P](C2C=CC=CC=2)(C2C=CC=CC=2)C2C=CC=CC=2)([P](C2C=CC=CC=2)(C2C=CC=CC=2)C2C=CC=CC=2)[P](C2C=CC=CC=2)(C2C=CC=CC=2)C2C=CC=CC=2)(C2C=CC=CC=2)C2C=CC=CC=2)=CC=1. The product is [F:17][C:18]1[CH:23]=[CH:22][C:21]([C:4]2[N:3]=[C:2]([C:8]([OH:10])=[O:9])[CH:7]=[CH:6][CH:5]=2)=[CH:20][CH:19]=1. The yield is 0.400. (6) The reactants are [O:1]1[C@H:7]2[C@@H:2]1[C:3]([CH3:17])([CH3:16])[O:4][C:5]1[C:11]([CH3:12])=[C:10]([N+:13]([O-:15])=[O:14])[CH:9]=[CH:8][C:6]=12.Cl([O-])(=O)(=O)=O.[Li+].[Cl-].[NH4+:25]. The catalyst is O1CCOCC1. The product is [CH3:16][C:3]1([CH3:17])[C@H:2]([OH:1])[C@@H:7]([NH:25][CH2:2][CH2:7][C:6]2[CH:8]=[CH:9][CH:10]=[CH:11][CH:5]=2)[C:6]2[CH:8]=[CH:9][C:10]([N+:13]([O-:15])=[O:14])=[C:11]([CH3:12])[C:5]=2[O:4]1. The yield is 0.990.